This data is from Reaction yield outcomes from USPTO patents with 853,638 reactions. The task is: Predict the reaction yield, written as a fraction of the theoretical maximum amount of product (1.0 means a 100% yield; for example, 0.34 means a 34% yield). (1) The reactants are [CH2:1]([N:5]1[C:17]2[CH:16]=[N:15][C:14]([C:18]([O:20]CC)=[O:19])=[CH:13][C:12]=2[C:11]2[C:6]1=[CH:7][CH:8]=[CH:9][CH:10]=2)[CH2:2][CH2:3][CH3:4].O.[OH-].[Na+].O(C1C=C2C(C3C=CN=C(C)C=3N2CC)=CC=1)C. The catalyst is C(O)C. The product is [CH2:1]([N:5]1[C:17]2[CH:16]=[N:15][C:14]([C:18]([OH:20])=[O:19])=[CH:13][C:12]=2[C:11]2[C:6]1=[CH:7][CH:8]=[CH:9][CH:10]=2)[CH2:2][CH2:3][CH3:4]. The yield is 0.990. (2) The reactants are [C:12]([O:11][C:9](O[C:9]([O:11][C:12]([CH3:15])([CH3:14])[CH3:13])=[O:10])=[O:10])([CH3:15])([CH3:14])[CH3:13].[Br:16][C:17]1[CH:22]=[CH:21][C:20]([CH2:23][CH2:24][CH2:25]C(O)=O)=[CH:19][CH:18]=1. The catalyst is CN(C1C=CN=CC=1)C.C(O)(C)(C)C. The product is [Br:16][C:17]1[CH:22]=[CH:21][C:20]([CH2:23][CH2:24][CH2:25][C:9]([O:11][C:12]([CH3:13])([CH3:14])[CH3:15])=[O:10])=[CH:19][CH:18]=1. The yield is 0.460. (3) The reactants are [Br:1][C:2]1[CH:3]=[C:4]([SH:8])[CH:5]=[CH:6][CH:7]=1.Br[CH2:10][C:11]([O:13][CH3:14])=[O:12].C(=O)([O-])[O-].[K+].[K+].[NH4+].[Cl-]. The catalyst is C(OCC)C. The product is [CH3:14][O:13][C:11](=[O:12])[CH2:10][S:8][C:4]1[CH:5]=[CH:6][CH:7]=[C:2]([Br:1])[CH:3]=1. The yield is 0.990.